From a dataset of NCI-60 drug combinations with 297,098 pairs across 59 cell lines. Regression. Given two drug SMILES strings and cell line genomic features, predict the synergy score measuring deviation from expected non-interaction effect. (1) Drug 1: CNC(=O)C1=CC=CC=C1SC2=CC3=C(C=C2)C(=NN3)C=CC4=CC=CC=N4. Drug 2: CN1CCC(CC1)COC2=C(C=C3C(=C2)N=CN=C3NC4=C(C=C(C=C4)Br)F)OC. Cell line: A549. Synergy scores: CSS=15.6, Synergy_ZIP=-2.45, Synergy_Bliss=1.27, Synergy_Loewe=0.957, Synergy_HSA=2.59. (2) Cell line: SW-620. Synergy scores: CSS=10.7, Synergy_ZIP=0.440, Synergy_Bliss=-0.742, Synergy_Loewe=-28.8, Synergy_HSA=-2.54. Drug 1: CS(=O)(=O)C1=CC(=C(C=C1)C(=O)NC2=CC(=C(C=C2)Cl)C3=CC=CC=N3)Cl. Drug 2: CC12CCC3C(C1CCC2=O)CC(=C)C4=CC(=O)C=CC34C.